From a dataset of Reaction yield outcomes from USPTO patents with 853,638 reactions. Predict the reaction yield, written as a fraction of the theoretical maximum amount of product (1.0 means a 100% yield; for example, 0.34 means a 34% yield). (1) The reactants are Cl.[N:2]1([NH2:8])[CH2:7][CH2:6][CH2:5][CH2:4][CH2:3]1.C[Al](C)C.[Cl:13][C:14]1[CH:19]=[CH:18][C:17]([C:20]2[N:21]=[C:22]([CH2:38][N:39]3[N:43]=[N:42][CH:41]=[N:40]3)[C:23]([C:33](OCC)=[O:34])=[N:24][C:25]=2[C:26]2[CH:31]=[CH:30][C:29]([CH3:32])=[CH:28][CH:27]=2)=[CH:16][CH:15]=1. The catalyst is ClCCl. The product is [Cl:13][C:14]1[CH:15]=[CH:16][C:17]([C:20]2[N:21]=[C:22]([CH2:38][N:39]3[N:43]=[N:42][CH:41]=[N:40]3)[C:23]([C:33]([NH:8][N:2]3[CH2:7][CH2:6][CH2:5][CH2:4][CH2:3]3)=[O:34])=[N:24][C:25]=2[C:26]2[CH:27]=[CH:28][C:29]([CH3:32])=[CH:30][CH:31]=2)=[CH:18][CH:19]=1. The yield is 0.630. (2) The reactants are [C:1]([N:4]1[CH2:9][CH2:8][N:7]2[N:10]=[C:11]([NH:13][C:14]3[C:15](=[O:22])[N:16]([CH3:21])[CH:17]=[C:18](Br)[CH:19]=3)[CH:12]=[C:6]2[CH2:5]1)(=[O:3])[CH3:2].[C:23]([O:26][CH2:27][C:28]1[C:29]([N:37]2[C:49](=[O:50])[C:48]3[S:47][C:46]4[CH2:45][CH2:44][CH2:43][CH2:42][C:41]=4[C:40]=3[CH:39]=[N:38]2)=[N:30][CH:31]=[CH:32][C:33]=1B(O)O)(=[O:25])[CH3:24].[O-]P([O-])([O-])=O.[K+].[K+].[K+].C([O-])(=O)C.[Na+]. The catalyst is C1C=CC(P(C2C=CC=CC=2)[C-]2C=CC=C2)=CC=1.C1C=CC(P(C2C=CC=CC=2)[C-]2C=CC=C2)=CC=1.Cl[Pd]Cl.[Fe+2].C(#N)C.O. The product is [C:23]([O:26][CH2:27][C:28]1[C:29]([N:37]2[C:49](=[O:50])[C:48]3[S:47][C:46]4[CH2:45][CH2:44][CH2:43][CH2:42][C:41]=4[C:40]=3[CH:39]=[N:38]2)=[N:30][CH:31]=[CH:32][C:33]=1[C:18]1[CH:19]=[C:14]([NH:13][C:11]2[CH:12]=[C:6]3[CH2:5][N:4]([C:1](=[O:3])[CH3:2])[CH2:9][CH2:8][N:7]3[N:10]=2)[C:15](=[O:22])[N:16]([CH3:21])[CH:17]=1)(=[O:25])[CH3:24]. The yield is 0.310. (3) The reactants are [C:1]([OH:4])(=[O:3])[CH3:2].[OH:5][C@H:6]1[CH2:30][CH2:29][C@@:28]2([CH3:31])[C@H:8]([CH2:9][CH2:10][C@@H:11]3[C:27]2=[CH:26][CH2:25][C@@:24]2([CH3:32])[C@H:12]3[CH2:13][CH2:14][C@@H:15]2[C@H:16]([CH3:23])[CH2:17][CH2:18][C:19]([O:21][CH3:22])=[O:20])[CH2:7]1. The catalyst is CC(O)=O. The product is [C:1]([OH:4])(=[O:3])[CH3:2].[OH:5][C@H:6]1[CH2:30][CH2:29][C@@:28]2([CH3:31])[C@H:8]([CH2:9][CH2:10][C@@H:11]3[C:27]2=[CH:26][C:25](=[O:3])[C@@:24]2([CH3:32])[C@H:12]3[CH2:13][CH2:14][C@@H:15]2[C@H:16]([CH3:23])[CH2:17][CH2:18][C:19]([O:21][CH3:22])=[O:20])[CH2:7]1. The yield is 0.605. (4) The reactants are Cl.[O:2]=[C:3]1[CH2:8][CH2:7][N:6]([CH2:9][C:10]2[CH:15]=[CH:14][CH:13]=[CH:12][CH:11]=2)[CH2:5][CH:4]1[C:16]([O:18][CH2:19][CH3:20])=[O:17].C(N(CC)CC)C.[BH4-].[Na+].Cl.C(=O)(O)[O-].[Na+]. The catalyst is CO. The product is [OH:2][CH:3]1[CH2:8][CH2:7][N:6]([CH2:9][C:10]2[CH:11]=[CH:12][CH:13]=[CH:14][CH:15]=2)[CH2:5][CH:4]1[C:16]([O:18][CH2:19][CH3:20])=[O:17]. The yield is 0.840. (5) The reactants are N(C(C)C)C(C)C.[Li]CCCC.[Br:13][C:14]1[CH:19]=[CH:18][C:17]([NH2:20])=[C:16]([F:21])[CH:15]=1.Cl[C:23]1[C:24]([C:31]([OH:33])=[O:32])=[CH:25][N:26]([CH3:30])[C:27](=[O:29])[CH:28]=1. The catalyst is C1COCC1. The product is [Br:13][C:14]1[CH:19]=[CH:18][C:17]([NH:20][C:23]2[C:24]([C:31]([OH:33])=[O:32])=[CH:25][N:26]([CH3:30])[C:27](=[O:29])[CH:28]=2)=[C:16]([F:21])[CH:15]=1. The yield is 0.770. (6) The reactants are [N:1]1[CH:6]=[CH:5][CH:4]=[CH:3][C:2]=1[C:7]1[O:8][C:9]2[CH2:10][NH:11][CH2:12][CH2:13][C:14]=2[N:15]=1.Cl[C:17]1[N:24]=[CH:23][CH:22]=[CH:21][C:18]=1[C:19]#[N:20].CCN(C(C)C)C(C)C.O. The catalyst is CN(C=O)C. The product is [N:1]1[CH:6]=[CH:5][CH:4]=[CH:3][C:2]=1[C:7]1[O:8][C:9]2[CH2:10][N:11]([C:17]3[N:24]=[CH:23][CH:22]=[CH:21][C:18]=3[C:19]#[N:20])[CH2:12][CH2:13][C:14]=2[N:15]=1. The yield is 0.130. (7) The reactants are [C:1]([NH:4][C@H:5]([C:13]([OH:15])=[O:14])[CH2:6][C:7]1[CH:12]=[CH:11][CH:10]=[CH:9][CH:8]=1)(=[O:3])[CH3:2].[C:16](OC=C)(=O)[CH3:17].[OH-].[K+]. The catalyst is C([O-])(=O)C.[Pd+2].C([O-])(=O)C.CCOCC. The product is [C:1]([NH:4][C@H:5]([C:13]([O:15][CH:16]=[CH2:17])=[O:14])[CH2:6][C:7]1[CH:8]=[CH:9][CH:10]=[CH:11][CH:12]=1)(=[O:3])[CH3:2]. The yield is 0.400.